Dataset: Catalyst prediction with 721,799 reactions and 888 catalyst types from USPTO. Task: Predict which catalyst facilitates the given reaction. Reactant: O=C1C2C(=CC=CC=2)C(=O)[N:3]1[CH2:12][CH2:13][CH:14]([OH:28])[CH2:15][O:16][C:17]1[CH:24]=[C:23]([N+:25]([O-])=O)[CH:22]=[CH:21][C:18]=1[C:19]#[N:20].NN. Product: [NH2:25][C:23]1[CH:22]=[CH:21][C:18]([C:19]#[N:20])=[C:17]([O:16][CH2:15][CH:14]([OH:28])[CH2:13][CH2:12][NH2:3])[CH:24]=1. The catalyst class is: 14.